This data is from NCI-60 drug combinations with 297,098 pairs across 59 cell lines. The task is: Regression. Given two drug SMILES strings and cell line genomic features, predict the synergy score measuring deviation from expected non-interaction effect. (1) Drug 1: CC1=CC2C(CCC3(C2CCC3(C(=O)C)OC(=O)C)C)C4(C1=CC(=O)CC4)C. Drug 2: C1=CC=C(C(=C1)C(C2=CC=C(C=C2)Cl)C(Cl)Cl)Cl. Cell line: SK-MEL-28. Synergy scores: CSS=1.26, Synergy_ZIP=3.81, Synergy_Bliss=4.46, Synergy_Loewe=0.495, Synergy_HSA=0.277. (2) Drug 1: C1=C(C(=O)NC(=O)N1)N(CCCl)CCCl. Drug 2: C1=NC2=C(N1)C(=S)N=CN2. Cell line: NCI-H522. Synergy scores: CSS=26.5, Synergy_ZIP=-9.38, Synergy_Bliss=-15.2, Synergy_Loewe=-15.0, Synergy_HSA=-11.3. (3) Drug 1: CC(C)(C#N)C1=CC=C(C=C1)N2C3=C4C=C(C=CC4=NC=C3N(C2=O)C)C5=CC6=CC=CC=C6N=C5. Drug 2: CCC1=C2N=C(C=C(N2N=C1)NCC3=C[N+](=CC=C3)[O-])N4CCCCC4CCO. Cell line: NCI-H460. Synergy scores: CSS=83.3, Synergy_ZIP=4.15, Synergy_Bliss=3.46, Synergy_Loewe=2.15, Synergy_HSA=6.31. (4) Drug 1: CNC(=O)C1=CC=CC=C1SC2=CC3=C(C=C2)C(=NN3)C=CC4=CC=CC=N4. Drug 2: CN1CCC(CC1)COC2=C(C=C3C(=C2)N=CN=C3NC4=C(C=C(C=C4)Br)F)OC. Cell line: SF-295. Synergy scores: CSS=9.96, Synergy_ZIP=-0.791, Synergy_Bliss=1.93, Synergy_Loewe=1.89, Synergy_HSA=2.61. (5) Drug 1: CC1=C(C=C(C=C1)NC2=NC=CC(=N2)N(C)C3=CC4=NN(C(=C4C=C3)C)C)S(=O)(=O)N.Cl. Drug 2: CCC1=C2CN3C(=CC4=C(C3=O)COC(=O)C4(CC)O)C2=NC5=C1C=C(C=C5)O. Cell line: HCC-2998. Synergy scores: CSS=12.1, Synergy_ZIP=4.92, Synergy_Bliss=0.571, Synergy_Loewe=-22.3, Synergy_HSA=-9.26. (6) Drug 1: C1CCC(C1)C(CC#N)N2C=C(C=N2)C3=C4C=CNC4=NC=N3. Drug 2: CCC1(CC2CC(C3=C(CCN(C2)C1)C4=CC=CC=C4N3)(C5=C(C=C6C(=C5)C78CCN9C7C(C=CC9)(C(C(C8N6C)(C(=O)OC)O)OC(=O)C)CC)OC)C(=O)OC)O.OS(=O)(=O)O. Cell line: RPMI-8226. Synergy scores: CSS=43.9, Synergy_ZIP=5.99, Synergy_Bliss=10.7, Synergy_Loewe=-53.3, Synergy_HSA=7.46. (7) Drug 1: CCC1=C2CN3C(=CC4=C(C3=O)COC(=O)C4(CC)O)C2=NC5=C1C=C(C=C5)O. Drug 2: C(CC(=O)O)C(=O)CN.Cl. Cell line: HCC-2998. Synergy scores: CSS=28.5, Synergy_ZIP=-6.24, Synergy_Bliss=-2.33, Synergy_Loewe=4.08, Synergy_HSA=5.05. (8) Drug 1: CC1C(C(CC(O1)OC2CC(CC3=C2C(=C4C(=C3O)C(=O)C5=C(C4=O)C(=CC=C5)OC)O)(C(=O)CO)O)N)O.Cl. Drug 2: CC1CCCC2(C(O2)CC(NC(=O)CC(C(C(=O)C(C1O)C)(C)C)O)C(=CC3=CSC(=N3)C)C)C. Cell line: SR. Synergy scores: CSS=61.4, Synergy_ZIP=-0.470, Synergy_Bliss=0.181, Synergy_Loewe=-3.20, Synergy_HSA=0.672.